The task is: Predict the reaction yield, written as a fraction of the theoretical maximum amount of product (1.0 means a 100% yield; for example, 0.34 means a 34% yield).. This data is from Reaction yield outcomes from USPTO patents with 853,638 reactions. (1) The reactants are C([O:3][C:4]([C:6]1[CH:7]=[C:8]([CH:19]=[CH:20][CH:21]=1)[O:9][C:10]1[CH:15]=[CH:14][C:13]([N+:16]([O-:18])=[O:17])=[CH:12][CH:11]=1)=[O:5])C.C1COCC1.O.O[Li].O. The catalyst is O. The product is [C:4]([C:6]1[CH:7]=[C:8]([CH:19]=[CH:20][CH:21]=1)[O:9][C:10]1[CH:11]=[CH:12][C:13]([N+:16]([O-:18])=[O:17])=[CH:14][CH:15]=1)([OH:5])=[O:3]. The yield is 0.950. (2) The reactants are [C:1]([C:3]1[CH:4]=[CH:5][C:6]2[O:11][C:10]([CH3:13])([CH3:12])[C@@H:9]3[O:14][C@@H:8]3[C:7]=2[CH:15]=1)#[N:2].[CH3:16][N:17]1[N:21]=[N:20][C:19]([CH2:22][NH:23][C:24]2[CH:29]=[CH:28][CH:27]=[CH:26][CH:25]=2)=[N:18]1. No catalyst specified. The product is [C:1]([C:3]1[CH:4]=[CH:5][C:6]2[O:11][C:10]([CH3:13])([CH3:12])[C@H:9]([OH:14])[C@@H:8]([N:23]([C:24]3[CH:29]=[CH:28][CH:27]=[CH:26][CH:25]=3)[CH2:22][C:19]3[N:20]=[N:21][N:17]([CH3:16])[N:18]=3)[C:7]=2[CH:15]=1)#[N:2]. The yield is 0.770. (3) The reactants are OC(C(F)(F)F)=O.OC(C(F)(F)F)=O.[CH2:15]([N:18]1[CH2:23][CH2:22][NH:21][CH2:20][CH2:19]1)[C:16]#[CH:17].C(=O)([O-])[O-].[K+].[K+].Br[CH2:31][CH2:32][CH2:33][O:34][C:35]1[CH:44]=[C:43]2[C:38]([C:39]([O:45][C:46]3[C:47]([F:56])=[C:48]4[C:52](=[CH:53][CH:54]=3)[NH:51][C:50]([CH3:55])=[CH:49]4)=[N:40][CH:41]=[N:42]2)=[CH:37][C:36]=1[O:57][CH3:58]. The catalyst is CC(N(C)C)=O. The product is [F:56][C:47]1[C:46]([O:45][C:39]2[C:38]3[C:43](=[CH:44][C:35]([O:34][CH2:33][CH2:32][CH2:31][N:21]4[CH2:22][CH2:23][N:18]([CH2:15][C:16]#[CH:17])[CH2:19][CH2:20]4)=[C:36]([O:57][CH3:58])[CH:37]=3)[N:42]=[CH:41][N:40]=2)=[CH:54][CH:53]=[C:52]2[C:48]=1[CH:49]=[C:50]([CH3:55])[NH:51]2. The yield is 0.730. (4) The reactants are Cl[C:2]1[C:11]2[C:6](=[C:7]([Cl:15])[CH:8]=[C:9]([N+:12]([O-:14])=[O:13])[CH:10]=2)[N:5]=[CH:4][C:3]=1[C:16]#[N:17].[Cl:18][C:19]1[CH:20]=[C:21]([NH2:26])[CH:22]=[CH:23][C:24]=1[F:25]. The product is [Cl:15][C:7]1[CH:8]=[C:9]([N+:12]([O-:14])=[O:13])[CH:10]=[C:11]2[C:6]=1[N:5]=[CH:4][C:3]([C:16]#[N:17])=[C:2]2[NH:26][C:21]1[CH:22]=[CH:23][C:24]([F:25])=[C:19]([Cl:18])[CH:20]=1. The catalyst is CCO. The yield is 0.670. (5) The reactants are [CH2:1]([N:8]1[C:12](=[O:13])[CH2:11][CH:10](C(O)=O)[CH2:9]1)[C:2]1[CH:7]=[CH:6][CH:5]=[CH:4][CH:3]=1.C([N:19]([CH2:22]C)CC)C.C1(P(N=[N+]=[N-])(C2C=CC=CC=2)=[O:31])C=CC=CC=1.[C:41]([OH:45])([CH3:44])([CH3:43])[CH3:42]. No catalyst specified. The product is [CH2:1]([N:8]1[C:12](=[O:13])[CH2:11][CH:10]([NH:19][C:22](=[O:31])[O:45][C:41]([CH3:44])([CH3:43])[CH3:42])[CH2:9]1)[C:2]1[CH:3]=[CH:4][CH:5]=[CH:6][CH:7]=1. The yield is 0.510. (6) The reactants are [Cl:1][C:2]1[C:3]([F:13])=[C:4]([I:12])[C:5]([OH:11])=[C:6]([C:8](=[O:10])[CH3:9])[CH:7]=1.CI.[C:16](=O)([O-])[O-].[K+].[K+]. The catalyst is CN(C)C=O.CCOCC. The product is [Cl:1][C:2]1[C:3]([F:13])=[C:4]([I:12])[C:5]([O:11][CH3:16])=[C:6]([C:8](=[O:10])[CH3:9])[CH:7]=1. The yield is 0.700. (7) The catalyst is C1COCC1.C([O-])(O)=O.[Na+]. The reactants are [CH:1]([N:4]1[C:8]2[CH:9]=[CH:10][CH:11]=[CH:12][C:7]=2[N:6]([C:13]([NH:15][CH2:16][CH:17]2[CH2:22][CH2:21][NH:20][CH2:19][CH2:18]2)=[O:14])[C:5]1=[O:23])([CH3:3])[CH3:2].[C:24]([O:28][C:29]([CH3:32])([CH3:31])[CH3:30])(=[O:27])[CH:25]=[CH2:26]. The yield is 0.160. The product is [CH:1]([N:4]1[C:8]2[CH:9]=[CH:10][CH:11]=[CH:12][C:7]=2[N:6]([C:13]([NH:15][CH2:16][CH:17]2[CH2:18][CH2:19][N:20]([CH2:26][CH2:25][C:24]([O:28][C:29]([CH3:32])([CH3:31])[CH3:30])=[O:27])[CH2:21][CH2:22]2)=[O:14])[C:5]1=[O:23])([CH3:3])[CH3:2].